The task is: Predict which catalyst facilitates the given reaction.. This data is from Catalyst prediction with 721,799 reactions and 888 catalyst types from USPTO. (1) Reactant: [Cl:1][C:2]1[CH:34]=[CH:33][C:32]([F:35])=[CH:31][C:3]=1[CH2:4][C:5]1[C:6]([N:16]2[C:20](=O)[CH2:19][CH2:18][CH:17]2[CH2:22][NH:23][C:24](=[O:30])[O:25][C:26]([CH3:29])([CH3:28])[CH3:27])=[N:7][N:8]2[CH:13]=[CH:12][N:11]([CH3:14])[C:10](=[O:15])[C:9]=12.CO. Product: [Cl:1][C:2]1[CH:34]=[CH:33][C:32]([F:35])=[CH:31][C:3]=1[CH2:4][C:5]1[C:6]([N:16]2[CH2:20][CH2:19][CH2:18][CH:17]2[CH2:22][NH:23][C:24](=[O:30])[O:25][C:26]([CH3:27])([CH3:28])[CH3:29])=[N:7][N:8]2[CH:13]=[CH:12][N:11]([CH3:14])[C:10](=[O:15])[C:9]=12. The catalyst class is: 7. (2) Reactant: [F:1][C:2]1[C:3]([C:20]2[N:25]=[CH:24][CH:23]=[CH:22][N:21]=2)=[C:4]([C:8]([N:10]2[C@H:15]([CH3:16])[C@@H:14]3[CH2:17][CH2:18][C@H:11]2[C@H:12]([OH:19])[CH2:13]3)=[O:9])[CH:5]=[CH:6][CH:7]=1.Cl[C:27]1[CH:32]=[CH:31][C:30]([C:33]([F:36])([F:35])[F:34])=[CH:29][N:28]=1.[H-].[Na+]. Product: [F:1][C:2]1[C:3]([C:20]2[N:21]=[CH:22][CH:23]=[CH:24][N:25]=2)=[C:4]([C:8]([N:10]2[C@H:11]3[CH2:18][CH2:17][C@H:14]([CH2:13][C@H:12]3[O:19][C:27]3[CH:32]=[CH:31][C:30]([C:33]([F:36])([F:35])[F:34])=[CH:29][N:28]=3)[C@H:15]2[CH3:16])=[O:9])[CH:5]=[CH:6][CH:7]=1. The catalyst class is: 3. (3) Reactant: [CH3:1][O:2][C:3]1[CH:15]=[CH:14][C:6]([CH2:7][O:8][C:9]([CH3:13])([CH3:12])[CH2:10][OH:11])=[CH:5][CH:4]=1.[H-].[Na+].Cl[C:19]1[N:20]=[CH:21][C:22]([C:25]([O:27][CH3:28])=[O:26])=[N:23][CH:24]=1.Cl. Product: [CH3:1][O:2][C:3]1[CH:15]=[CH:14][C:6]([CH2:7][O:8][C:9]([CH3:13])([CH3:12])[CH2:10][O:11][C:19]2[N:20]=[CH:21][C:22]([C:25]([O:27][CH3:28])=[O:26])=[N:23][CH:24]=2)=[CH:5][CH:4]=1. The catalyst class is: 60. (4) Reactant: Cl.[F:2][CH:3]1[CH2:8][CH2:7][NH:6][CH2:5][CH2:4]1.[C:9](#[N:12])[CH2:10]O.C(=O)([O-])[O-].[Na+].[Na+]. Product: [F:2][CH:3]1[CH2:8][CH2:7][N:6]([CH2:10][C:9]#[N:12])[CH2:5][CH2:4]1. The catalyst class is: 6. (5) Reactant: CC[N:3]([CH:7]([CH3:9])[CH3:8])C(C)C.[NH:10]1[CH:14]=[CH:13][C:12]([C:15]([OH:17])=O)=[CH:11]1.C1(N)CC1.CN(C(ON1N=NC2C=CC=NC1=2)=[N+](C)C)C.F[P-](F)(F)(F)(F)F. Product: [CH:7]1([NH:3][C:15]([C:12]2[CH:13]=[CH:14][NH:10][CH:11]=2)=[O:17])[CH2:9][CH2:8]1. The catalyst class is: 3. (6) Reactant: CCCC[N+](CCCC)(CCCC)CCCC.[F-].[F:19][C:20]1[C:21]([C:49]2[CH:54]=[CH:53][C:52]([C:55]3[CH:60]=[CH:59][CH:58]=[CH:57][C:56]=3[OH:61])=[CH:51][CH:50]=2)=[CH:22][C:23]2[N:27]=[C:26]([O:28][C:29]3[CH:30]=[CH:31][C:32]([CH3:39])=[C:33]([CH:38]=3)[C:34]([O:36]C)=[O:35])[N:25](COCC[Si](C)(C)C)[C:24]=2[CH:48]=1. Product: [F:19][C:20]1[C:21]([C:49]2[CH:54]=[CH:53][C:52]([C:55]3[CH:60]=[CH:59][CH:58]=[CH:57][C:56]=3[OH:61])=[CH:51][CH:50]=2)=[CH:22][C:23]2[N:27]=[C:26]([O:28][C:29]3[CH:30]=[CH:31][C:32]([CH3:39])=[C:33]([CH:38]=3)[C:34]([OH:36])=[O:35])[NH:25][C:24]=2[CH:48]=1. The catalyst class is: 1. (7) Reactant: Cl[C:2]1[CH:3]=[CH:4][C:5]2[N:6]([C:8]([C:11]([O:13][CH2:14][CH3:15])=[O:12])=[N:9][N:10]=2)[N:7]=1.[CH3:16][NH:17][C@H:18]([C:20]1[CH:25]=[CH:24][CH:23]=[CH:22][CH:21]=1)[CH3:19]. Product: [CH3:16][N:17]([C@H:18]([C:20]1[CH:25]=[CH:24][CH:23]=[CH:22][CH:21]=1)[CH3:19])[C:2]1[CH:3]=[CH:4][C:5]2[N:6]([C:8]([C:11]([O:13][CH2:14][CH3:15])=[O:12])=[N:9][N:10]=2)[N:7]=1. The catalyst class is: 23. (8) Reactant: C[O:2][C:3](=[O:16])[C:4]1[CH:9]=[C:8]([C:10]2[CH:14]=[N:13][NH:12][N:11]=2)[CH:7]=[CH:6][C:5]=1[Cl:15].[OH-].[K+].Cl. Product: [Cl:15][C:5]1[CH:6]=[CH:7][C:8]([C:10]2[CH:14]=[N:13][NH:12][N:11]=2)=[CH:9][C:4]=1[C:3]([OH:16])=[O:2]. The catalyst class is: 5.